This data is from Forward reaction prediction with 1.9M reactions from USPTO patents (1976-2016). The task is: Predict the product of the given reaction. (1) Given the reactants Cl.[CH:2]1[C:11]2[CH:10]=[CH:9][CH:8]=[C:7]([S:12](Cl)(=[O:14])=[O:13])[C:6]=2[CH:5]=[CH:4][N:3]=1.C(OC([NH:23][CH2:24][C:25]1[CH:32]=[CH:31][C:28]([CH2:29][NH2:30])=[CH:27][CH:26]=1)=O)(C)(C)C, predict the reaction product. The product is: [CH:2]1[C:11]2[C:6](=[C:7]([S:12]([NH:23][CH2:24][C:25]3[CH:32]=[CH:31][C:28]([CH2:29][NH2:30])=[CH:27][CH:26]=3)(=[O:14])=[O:13])[CH:8]=[CH:9][CH:10]=2)[CH:5]=[CH:4][N:3]=1. (2) Given the reactants [Cl:1][C:2]1[CH:23]=[C:22]([OH:24])[CH:21]=[CH:20][C:3]=1[CH2:4][CH:5]1[CH2:9][CH2:8][N:7]([CH:10]2[CH2:18][CH2:17][C:16]3[C:12](=[CH:13][NH:14][N:15]=3)[CH2:11]2)[C:6]1=[O:19].I[CH:26]([CH3:28])[CH3:27].C(=O)([O-])[O-].[K+].[K+], predict the reaction product. The product is: [Cl:1][C:2]1[CH:23]=[C:22]([O:24][CH:26]([CH3:28])[CH3:27])[CH:21]=[CH:20][C:3]=1[CH2:4][CH:5]1[CH2:9][CH2:8][N:7]([CH:10]2[CH2:18][CH2:17][C:16]3[C:12](=[CH:13][NH:14][N:15]=3)[CH2:11]2)[C:6]1=[O:19]. (3) Given the reactants [Cl:1][C:2]1[C:3]([CH3:30])=[C:4]([NH:10][C@H:11]([C@H:27]([OH:29])[CH3:28])[C:12]([NH:14][NH:15][C:16](=[O:26])[C:17]2[CH:22]=[CH:21][C:20]([N+:23]([O-:25])=[O:24])=[CH:19][CH:18]=2)=[O:13])[CH:5]=[CH:6][C:7]=1[C:8]#[N:9].[CH3:31][C:32]([Si:35](Cl)([CH3:37])[CH3:36])([CH3:34])[CH3:33].N1C=CN=C1, predict the reaction product. The product is: [Si:35]([O:29][C@@H:27]([CH3:28])[C@@H:11]([NH:10][C:4]1[CH:5]=[CH:6][C:7]([C:8]#[N:9])=[C:2]([Cl:1])[C:3]=1[CH3:30])[C:12]([NH:14][NH:15][C:16](=[O:26])[C:17]1[CH:22]=[CH:21][C:20]([N+:23]([O-:25])=[O:24])=[CH:19][CH:18]=1)=[O:13])([C:32]([CH3:34])([CH3:33])[CH3:31])([CH3:37])[CH3:36]. (4) The product is: [F:21][C:22]([F:35])([F:36])[C:23]1[CH:24]=[C:25]([CH:28]=[C:29]([C:31]([F:34])([F:32])[F:33])[CH:30]=1)[CH2:26][N:14]1[C@H:13]([CH3:18])[C@@H:12]([C:3]2[CH:4]=[C:5]([C:8]([F:9])([F:10])[F:11])[CH:6]=[CH:7][C:2]=2[I:1])[O:16][C:15]1=[O:17]. Given the reactants [I:1][C:2]1[CH:7]=[CH:6][C:5]([C:8]([F:11])([F:10])[F:9])=[CH:4][C:3]=1[C@H:12]1[O:16][C:15](=[O:17])[NH:14][C@@H:13]1[CH3:18].[H-].[Na+].[F:21][C:22]([F:36])([F:35])[C:23]1[CH:24]=[C:25]([CH:28]=[C:29]([C:31]([F:34])([F:33])[F:32])[CH:30]=1)[CH2:26]Br, predict the reaction product. (5) Given the reactants Br[C:2]1[CH:7]=[C:6]([O:8][CH:9]([O:11][CH2:12][CH3:13])[CH3:10])[CH:5]=[C:4]([F:14])[C:3]=1[CH2:15][O:16][CH:17]([O:19][CH2:20][CH3:21])[CH3:18].[B:22](OC(C)C)([O:27]C(C)C)[O:23]C(C)C.[Li]CCCC.Cl, predict the reaction product. The product is: [CH2:12]([O:11][CH:9]([O:8][C:6]1[CH:5]=[C:4]([F:14])[C:3]([CH2:15][O:16][CH:17]([O:19][CH2:20][CH3:21])[CH3:18])=[C:2]([B:22]([OH:27])[OH:23])[CH:7]=1)[CH3:10])[CH3:13]. (6) Given the reactants [Cl:1][C:2]1[CH:3]=[C:4]([N:9]2[CH2:14][CH2:13][NH:12][CH2:11][CH2:10]2)[CH:5]=[CH:6][C:7]=1[Cl:8].N1C(C)=CC=CC=1C.[I-].[K+].Br[CH2:26][CH2:27][CH:28]=[C:29]1[C:35]2[CH:36]=[CH:37][CH:38]=[N:39][C:34]=2[CH2:33][O:32][C:31]2[CH:40]=[CH:41][C:42]([C:44]([OH:47])([CH3:46])[CH3:45])=[CH:43][C:30]1=2, predict the reaction product. The product is: [Cl:1][C:2]1[CH:3]=[C:4]([N:9]2[CH2:14][CH2:13][N:12]([CH2:26][CH2:27][CH:28]=[C:29]3[C:35]4[CH:36]=[CH:37][CH:38]=[N:39][C:34]=4[CH2:33][O:32][C:31]4[CH:40]=[CH:41][C:42]([C:44]([OH:47])([CH3:46])[CH3:45])=[CH:43][C:30]3=4)[CH2:11][CH2:10]2)[CH:5]=[CH:6][C:7]=1[Cl:8]. (7) Given the reactants [CH:1]1([N:4]([CH:18]2[CH2:23][CH2:22][NH:21][CH2:20][CH2:19]2)[C:5]([C:7]2[CH:8]=[N:9][C:10]([N:13]3[CH:17]=[CH:16][N:15]=[CH:14]3)=[N:11][CH:12]=2)=[O:6])[CH2:3][CH2:2]1.C(N(CC)C(C)C)(C)C.Cl[C:34]([O:36][CH:37]([CH3:39])[CH3:38])=[O:35], predict the reaction product. The product is: [CH:37]([O:36][C:34]([N:21]1[CH2:22][CH2:23][CH:18]([N:4]([CH:1]2[CH2:2][CH2:3]2)[C:5]([C:7]2[CH:12]=[N:11][C:10]([N:13]3[CH:17]=[CH:16][N:15]=[CH:14]3)=[N:9][CH:8]=2)=[O:6])[CH2:19][CH2:20]1)=[O:35])([CH3:39])[CH3:38].